This data is from Reaction yield outcomes from USPTO patents with 853,638 reactions. The task is: Predict the reaction yield, written as a fraction of the theoretical maximum amount of product (1.0 means a 100% yield; for example, 0.34 means a 34% yield). (1) The reactants are [C:1]([O:5][C:6]([N:8]1[CH2:13][CH:12]=[C:11]([C:14]2[C:22]3[C:17](=[N:18][CH:19]=[CH:20][CH:21]=3)[NH:16][CH:15]=2)[CH2:10][CH2:9]1)=[O:7])([CH3:4])([CH3:3])[CH3:2]. The catalyst is CCO.O=[Pt]=O. The product is [C:1]([O:5][C:6]([N:8]1[CH2:9][CH2:10][CH:11]([C:14]2[C:22]3[C:17](=[N:18][CH:19]=[CH:20][CH:21]=3)[NH:16][CH:15]=2)[CH2:12][CH2:13]1)=[O:7])([CH3:4])([CH3:2])[CH3:3]. The yield is 0.970. (2) The reactants are [CH:1]([N:4]1[C:8]([C:9]2[S:10][C:11]3[CH2:12][CH2:13][O:14][C:15]4[CH:22]=[C:21](Br)[CH:20]=[CH:19][C:16]=4[C:17]=3[N:18]=2)=[N:7][CH:6]=[N:5]1)([CH3:3])[CH3:2].[F:24][C:25]1[C:30](B(O)O)=[CH:29][CH:28]=[CH:27][N:26]=1. No catalyst specified. The product is [F:24][C:25]1[C:30]([C:21]2[CH:20]=[CH:19][C:16]3[C:17]4[N:18]=[C:9]([C:8]5[N:4]([CH:1]([CH3:3])[CH3:2])[N:5]=[CH:6][N:7]=5)[S:10][C:11]=4[CH2:12][CH2:13][O:14][C:15]=3[CH:22]=2)=[CH:29][CH:28]=[CH:27][N:26]=1. The yield is 0.200. (3) The yield is 0.830. The catalyst is CO. The product is [CH:1]([N:14]1[CH2:18][CH:17]([OH:19])[CH2:15]1)([C:8]1[CH:9]=[CH:10][CH:11]=[CH:12][CH:13]=1)[C:2]1[CH:7]=[CH:6][CH:5]=[CH:4][CH:3]=1. The reactants are [CH:1]([NH2:14])([C:8]1[CH:13]=[CH:12][CH:11]=[CH:10][CH:9]=1)[C:2]1[CH:7]=[CH:6][CH:5]=[CH:4][CH:3]=1.[CH2:15]([CH:17]1[O:19][CH2:18]1)Cl.